This data is from Full USPTO retrosynthesis dataset with 1.9M reactions from patents (1976-2016). The task is: Predict the reactants needed to synthesize the given product. Given the product [CH3:1][C:2]1[C:7]([CH3:8])=[CH:6][CH:5]=[CH:4][C:3]=1[N:9]1[CH2:10][CH2:11][N:12]([CH2:15][CH2:16][NH:17][CH2:32][C:23]2[CH:22]=[C:21]([CH2:18][CH2:19][CH3:20])[N:25]([C:26]3[CH:31]=[CH:30][CH:29]=[CH:28][CH:27]=3)[N:24]=2)[CH2:13][CH2:14]1, predict the reactants needed to synthesize it. The reactants are: [CH3:1][C:2]1[C:7]([CH3:8])=[CH:6][CH:5]=[CH:4][C:3]=1[N:9]1[CH2:14][CH2:13][N:12]([CH2:15][CH2:16][NH2:17])[CH2:11][CH2:10]1.[CH2:18]([C:21]1[N:25]([C:26]2[CH:31]=[CH:30][CH:29]=[CH:28][CH:27]=2)[N:24]=[C:23]([CH:32]=O)[CH:22]=1)[CH2:19][CH3:20].